This data is from Full USPTO retrosynthesis dataset with 1.9M reactions from patents (1976-2016). The task is: Predict the reactants needed to synthesize the given product. (1) The reactants are: [C:1](=[O:33])([O:7][C:8]1[CH:13]=[CH:12][C:11]([C:14]2[CH:19]=[C:18]([O:20][CH3:21])[CH:17]=[CH:16][C:15]=2[F:22])=[C:10]([C:23]#[C:24][C:25]([CH3:32])([O:27][Si](C)(C)C)[CH3:26])[CH:9]=1)[O:2][C:3]([CH3:6])([CH3:5])[CH3:4].[F-].C([N+](CCCC)(CCCC)CCCC)CCC. Given the product [C:1](=[O:33])([O:7][C:8]1[CH:13]=[CH:12][C:11]([C:14]2[CH:19]=[C:18]([O:20][CH3:21])[CH:17]=[CH:16][C:15]=2[F:22])=[C:10]([C:23]#[C:24][C:25]([OH:27])([CH3:32])[CH3:26])[CH:9]=1)[O:2][C:3]([CH3:6])([CH3:5])[CH3:4], predict the reactants needed to synthesize it. (2) Given the product [C:8]1([N:5]2[C:4]([NH2:14])=[C:3]([NH2:1])[CH:7]=[N:6]2)[CH:9]=[CH:10][CH:11]=[CH:12][CH:13]=1, predict the reactants needed to synthesize it. The reactants are: [N:1]([C:3]1[CH:7]=[N:6][N:5]([C:8]2[CH:13]=[CH:12][CH:11]=[CH:10][CH:9]=2)[C:4]=1[NH2:14])=O.O.O.Cl[Sn]Cl.CCOC(C)=O.C([O-])(O)=O.[Na+]. (3) Given the product [C:1]1([CH2:7][CH2:8][C:9]2[C:13]3[CH:14]=[C:15]([CH:18]=[C:24]4[S:20][C:21](=[O:26])[NH:22][C:23]4=[O:25])[CH:16]=[CH:17][C:12]=3[O:11][CH:10]=2)[CH:2]=[CH:3][CH:4]=[CH:5][CH:6]=1, predict the reactants needed to synthesize it. The reactants are: [C:1]1([C:7]#[C:8][C:9]2[C:13]3[CH:14]=[C:15]([CH:18]=O)[CH:16]=[CH:17][C:12]=3[O:11][CH:10]=2)[CH:6]=[CH:5][CH:4]=[CH:3][CH:2]=1.[S:20]1[CH2:24][C:23](=[O:25])[NH:22][C:21]1=[O:26]. (4) Given the product [NH2:19][C:4]1[CH:5]=[C:6]2[C:11](=[C:2]([Br:1])[CH:3]=1)[N:10]=[CH:9][C:8]([C:12]#[N:13])=[C:7]2[NH:14][C:15]([CH3:18])([CH3:17])[CH3:16], predict the reactants needed to synthesize it. The reactants are: [Br:1][C:2]1[CH:3]=[C:4]([N+:19]([O-])=O)[CH:5]=[C:6]2[C:11]=1[N:10]=[CH:9][C:8]([C:12]#[N:13])=[C:7]2[NH:14][C:15]([CH3:18])([CH3:17])[CH3:16].[NH4+].[Cl-].[N+](C1C=CC2C(=CC=CC=2)N=1)([O-])=O.NC1C=CC=CC=1.C([O-])(O)=O.[Na+]. (5) Given the product [CH3:26][C:23]1[C:22]([NH:27][C:28](=[O:33])[CH2:29][CH:30]([CH3:32])[CH3:31])=[C:21]([C:18]2[CH:19]=[CH:20][C:15]([C:12]3[CH:11]=[CH:10][C:9]([C:6]4([C:4]([OH:5])=[O:3])[CH2:7][CH2:8]4)=[CH:14][CH:13]=3)=[CH:16][CH:17]=2)[O:25][N:24]=1, predict the reactants needed to synthesize it. The reactants are: C([O:3][C:4]([C:6]1([C:9]2[CH:14]=[CH:13][C:12]([C:15]3[CH:20]=[CH:19][C:18]([C:21]4[O:25][N:24]=[C:23]([CH3:26])[C:22]=4[NH:27][C:28](=[O:33])[CH2:29][CH:30]([CH3:32])[CH3:31])=[CH:17][CH:16]=3)=[CH:11][CH:10]=2)[CH2:8][CH2:7]1)=[O:5])C.[OH-].[Li+]. (6) Given the product [ClH:23].[CH:1]([N:4]1[CH2:9][CH2:8][CH:7]([C:10]2[N:11]=[C:21]([C:20]3[CH:24]=[CH:25][C:17]([C:14](=[O:16])[CH3:15])=[CH:18][CH:19]=3)[O:13][N:12]=2)[CH2:6][CH2:5]1)([CH3:3])[CH3:2], predict the reactants needed to synthesize it. The reactants are: [CH:1]([N:4]1[CH2:9][CH2:8][CH:7]([C:10]([NH:12][OH:13])=[NH:11])[CH2:6][CH2:5]1)([CH3:3])[CH3:2].[C:14]([C:17]1[CH:25]=[CH:24][C:20]([C:21]([Cl:23])=O)=[CH:19][CH:18]=1)(=[O:16])[CH3:15]. (7) The reactants are: C(OC([N:11]1[CH2:16][CH2:15][CH:14]([C:17]([NH:19][S:20]([CH3:23])(=[O:22])=[O:21])=[O:18])[CH2:13][CH2:12]1)=O)C1C=CC=CC=1. Given the product [CH3:23][S:20]([NH:19][C:17]([CH:14]1[CH2:13][CH2:12][NH:11][CH2:16][CH2:15]1)=[O:18])(=[O:21])=[O:22], predict the reactants needed to synthesize it. (8) Given the product [OH:1][C:2]1[CH:11]=[C:10]([OH:12])[C:9]([C:30](=[O:33])[CH2:31][CH3:32])=[C:8]2[C:3]=1[C:4]([CH2:14][CH2:15][CH3:16])=[CH:5][C:6](=[O:13])[O:7]2, predict the reactants needed to synthesize it. The reactants are: [OH:1][C:2]1[CH:11]=[C:10]([OH:12])[CH:9]=[C:8]2[C:3]=1[C:4]([CH2:14][CH2:15][CH3:16])=[CH:5][C:6](=[O:13])[O:7]2.[Cl-].[Al+3].[Cl-].[Cl-].[N+](C1C=CC=CC=1)([O-])=O.[C:30](Cl)(=[O:33])[CH2:31][CH3:32]. (9) Given the product [NH2:8][C:9]([CH3:15])([CH2:24][C:25]1[CH:30]=[CH:29][CH:28]=[CH:27][CH:26]=1)[C:10]([O:12][CH2:13][CH3:14])=[O:11], predict the reactants needed to synthesize it. The reactants are: C1(C=[N:8][CH:9]([CH3:15])[C:10]([O:12][CH2:13][CH3:14])=[O:11])C=CC=CC=1.C([N-]C(C)C)(C)C.[Li+].[CH2:24](Br)[C:25]1[CH:30]=[CH:29][CH:28]=[CH:27][CH:26]=1.Cl.